From a dataset of Full USPTO retrosynthesis dataset with 1.9M reactions from patents (1976-2016). Predict the reactants needed to synthesize the given product. Given the product [NH2:8][C:9]1([C:23]2[CH:28]=[CH:27][CH:26]=[CH:25][CH:24]=2)[CH2:14][CH2:13][N:12]([C:15]2[CH:20]=[CH:19][C:18]([C:21]#[N:22])=[CH:17][N:16]=2)[CH2:11][CH2:10]1, predict the reactants needed to synthesize it. The reactants are: C(OC([NH:8][C:9]1([C:23]2[CH:28]=[CH:27][CH:26]=[CH:25][CH:24]=2)[CH2:14][CH2:13][N:12]([C:15]2[CH:20]=[CH:19][C:18]([C:21]#[N:22])=[CH:17][N:16]=2)[CH2:11][CH2:10]1)=O)(C)(C)C.ClC1C=CC(C#N)=CN=1.Cl.